This data is from Reaction yield outcomes from USPTO patents with 853,638 reactions. The task is: Predict the reaction yield, written as a fraction of the theoretical maximum amount of product (1.0 means a 100% yield; for example, 0.34 means a 34% yield). (1) The reactants are [C:1]([O:5][C:6]([NH:8][C@@H:9]1[CH2:13][CH2:12][C@H:11]([C:14]([OH:16])=O)[CH2:10]1)=[O:7])([CH3:4])([CH3:3])[CH3:2].[CH2:17]([O:24][N:25]1[C:31](=[O:32])[N:30]2[CH2:33][C@H:26]1[CH2:27][CH2:28][C@H:29]2[C:34]([NH:36][NH2:37])=[O:35])[C:18]1[CH:23]=[CH:22][CH:21]=[CH:20][CH:19]=1.CN(C(ON1N=NC2C=CC=NC1=2)=[N+](C)C)C.F[P-](F)(F)(F)(F)F.CCN(C(C)C)C(C)C. The catalyst is CN(C=O)C.O. The product is [CH2:17]([O:24][N:25]1[C:31](=[O:32])[N:30]2[CH2:33][C@H:26]1[CH2:27][CH2:28][C@H:29]2[C:34]([NH:36][NH:37][C:14]([C@H:11]1[CH2:12][CH2:13][C@@H:9]([NH:8][C:6](=[O:7])[O:5][C:1]([CH3:2])([CH3:3])[CH3:4])[CH2:10]1)=[O:16])=[O:35])[C:18]1[CH:23]=[CH:22][CH:21]=[CH:20][CH:19]=1. The yield is 0.550. (2) The catalyst is C(Cl)Cl.C1C=CC(/C=C/C(/C=C/C2C=CC=CC=2)=O)=CC=1.C1C=CC(/C=C/C(/C=C/C2C=CC=CC=2)=O)=CC=1.C1C=CC(/C=C/C(/C=C/C2C=CC=CC=2)=O)=CC=1.[Pd].[Pd].O1CCOCC1. The product is [C:1]([N:4]1[C:13]2[C:8](=[CH:9][C:10]([C:14]3[CH2:19][CH2:18][N:17]([C:20]([O:22][C:23]([CH3:26])([CH3:25])[CH3:24])=[O:21])[CH2:16][CH:15]=3)=[CH:11][CH:12]=2)[C@H:7]([NH:27][C:33]2[CH:38]=[CH:37][CH:36]=[C:35]([O:39][CH3:40])[N:34]=2)[C@@H:6]([CH3:28])[C@@H:5]1[CH:29]1[CH2:30][CH2:31]1)(=[O:3])[CH3:2]. The reactants are [C:1]([N:4]1[C:13]2[C:8](=[CH:9][C:10]([C:14]3[CH2:19][CH2:18][N:17]([C:20]([O:22][C:23]([CH3:26])([CH3:25])[CH3:24])=[O:21])[CH2:16][CH:15]=3)=[CH:11][CH:12]=2)[C@H:7]([NH2:27])[C@@H:6]([CH3:28])[C@@H:5]1[CH:29]1[CH2:31][CH2:30]1)(=[O:3])[CH3:2].Br[C:33]1[CH:38]=[CH:37][CH:36]=[C:35]([O:39][CH3:40])[N:34]=1.CN(C1C(C2C(P(C3CCCCC3)C3CCCCC3)=CC=CC=2)=CC=CC=1)C.CC(C)([O-])C.[Na+]. The yield is 0.646. (3) The reactants are [CH:1]([O:4][C:5]1[CH:14]=[C:13]([C:15]([F:18])([F:17])[F:16])[C:12]2[C:7](=[CH:8][CH:9]=[C:10]3[NH:22][C@H:21]([CH:23]([CH3:25])[CH3:24])[CH2:20][O:19][C:11]3=2)[N:6]=1)([CH3:3])[CH3:2].C=O.[BH3-][C:29]#N.[Na+]. The catalyst is CC(O)=O. The product is [CH:1]([O:4][C:5]1[CH:14]=[C:13]([C:15]([F:18])([F:17])[F:16])[C:12]2[C:7](=[CH:8][CH:9]=[C:10]3[N:22]([CH3:29])[C@H:21]([CH:23]([CH3:25])[CH3:24])[CH2:20][O:19][C:11]3=2)[N:6]=1)([CH3:3])[CH3:2]. The yield is 0.900. (4) The reactants are [Cl:1][C:2]1[CH:7]=[CH:6][N:5]=[C:4]2[NH:8][CH:9]=[C:10]([N+:11]([O-:13])=[O:12])[C:3]=12.[Br:14]N1C(=O)CCC1=O.O. The catalyst is C(O)(=O)C. The product is [Br:14][C:7]1[C:2]([Cl:1])=[C:3]2[C:10]([N+:11]([O-:13])=[O:12])=[CH:9][NH:8][C:4]2=[N:5][CH:6]=1. The yield is 0.650. (5) The reactants are [NH2:1][CH2:2][CH2:3][O:4][C@@H:5]([C:19]1[CH:24]=[CH:23][CH:22]=[C:21]([Cl:25])[CH:20]=1)[C@@H:6]1[O:11][CH2:10][CH2:9][N:8]([C:12]([O:14][C:15]([CH3:18])([CH3:17])[CH3:16])=[O:13])[CH2:7]1.CCN(CC)CC.Cl[C:34]([O:36][CH3:37])=[O:35].O. The catalyst is CN(C1C=CN=CC=1)C.C(Cl)Cl. The product is [Cl:25][C:21]1[CH:20]=[C:19]([C@H:5]([O:4][CH2:3][CH2:2][NH:1][C:34]([O:36][CH3:37])=[O:35])[C@@H:6]2[O:11][CH2:10][CH2:9][N:8]([C:12]([O:14][C:15]([CH3:18])([CH3:17])[CH3:16])=[O:13])[CH2:7]2)[CH:24]=[CH:23][CH:22]=1. The yield is 0.0600. (6) The reactants are C(O[CH:5](OC(C)C)[N:6]([CH3:8])[CH3:7])(C)C.[Br:13][C:14]1[CH:19]=[C:18]([N+:20]([O-:22])=[O:21])[C:17]([CH3:23])=[CH:16][C:15]=1[F:24]. The catalyst is CN(C=O)C. The product is [Br:13][C:14]1[C:15]([F:24])=[CH:16][C:17]([CH:23]=[CH:5][N:6]([CH3:7])[CH3:8])=[C:18]([N+:20]([O-:22])=[O:21])[CH:19]=1. The yield is 0.830.